From a dataset of Peptide-MHC class II binding affinity with 134,281 pairs from IEDB. Regression. Given a peptide amino acid sequence and an MHC pseudo amino acid sequence, predict their binding affinity value. This is MHC class II binding data. (1) The peptide sequence is SVRIRVRSGGHDYEG. The MHC is HLA-DPA10201-DPB10501 with pseudo-sequence HLA-DPA10201-DPB10501. The binding affinity (normalized) is 0. (2) The peptide sequence is LSPISNMVSMANNHV. The MHC is DRB1_0701 with pseudo-sequence DRB1_0701. The binding affinity (normalized) is 0.539. (3) The peptide sequence is YQRSEEEKFPYIMGD. The MHC is DRB1_0802 with pseudo-sequence DRB1_0802. The binding affinity (normalized) is 0.0320. (4) The peptide sequence is SQTLELSWNLNGLQAY. The MHC is DRB1_1302 with pseudo-sequence DRB1_1302. The binding affinity (normalized) is 0.632. (5) The peptide sequence is YDKFLANVSEVLTGK. The MHC is DRB1_1302 with pseudo-sequence DRB1_1302. The binding affinity (normalized) is 0.814. (6) The peptide sequence is QAAVVRFQEAANKQK. The MHC is HLA-DQA10501-DQB10201 with pseudo-sequence HLA-DQA10501-DQB10201. The binding affinity (normalized) is 0.234. (7) The peptide sequence is ALRIIAGTPEVHAVK. The MHC is DRB1_0301 with pseudo-sequence DRB1_0301. The binding affinity (normalized) is 0.540. (8) The peptide sequence is AGLGLRSAISSGLGS. The MHC is DRB1_1201 with pseudo-sequence DRB1_1201. The binding affinity (normalized) is 0.242.